From a dataset of Reaction yield outcomes from USPTO patents with 853,638 reactions. Predict the reaction yield, written as a fraction of the theoretical maximum amount of product (1.0 means a 100% yield; for example, 0.34 means a 34% yield). (1) The reactants are S(Cl)([Cl:3])=O.[C:5]([O:8][C:9]1[CH:17]=[CH:16][C:12]([C:13](O)=[O:14])=[CH:11][CH:10]=1)(=[O:7])[CH3:6]. The catalyst is C1(C)C=CC=CC=1. The product is [C:5]([O:8][C:9]1[CH:17]=[CH:16][C:12]([C:13]([Cl:3])=[O:14])=[CH:11][CH:10]=1)(=[O:7])[CH3:6]. The yield is 0.920. (2) The reactants are [CH3:1][C:2]1[C:7]([CH3:8])=[C:6]([N:9]2[CH2:14][CH2:13][N:12]([C:15]3[CH:20]=[CH:19][C:18]([C:21]([F:24])([F:23])[F:22])=[CH:17][N:16]=3)[CH2:11][CH2:10]2)[N:5]=[N:4][C:3]=1[CH2:25][C:26]#[N:27].O[NH2:29].C1C[O:33][CH2:32][CH2:31]1. The catalyst is COC(OC)(N(C)C)C. The product is [CH3:1][C:2]1[C:7]([CH3:8])=[C:6]([N:9]2[CH2:10][CH2:11][N:12]([C:15]3[CH:20]=[CH:19][C:18]([C:21]([F:24])([F:23])[F:22])=[CH:17][N:16]=3)[CH2:13][CH2:14]2)[N:5]=[N:4][C:3]=1[CH2:25][C:26]1[N:29]=[C:32]([CH3:31])[O:33][N:27]=1. The yield is 0.450.